The task is: Predict the product of the given reaction.. This data is from Forward reaction prediction with 1.9M reactions from USPTO patents (1976-2016). (1) Given the reactants [CH3:1][O:2][C:3]1[CH:8]=[CH:7][C:6]([NH2:9])=[CH:5][C:4]=1[C:10]1[CH2:11][CH2:12][N:13]([CH3:16])[CH2:14][CH:15]=1.[Cl:17][C:18]1[CH:31]=[CH:30][C:21]2[S:22][C:23]([S:26](Cl)(=[O:28])=[O:27])=[C:24]([CH3:25])[C:20]=2[CH:19]=1, predict the reaction product. The product is: [CH3:1][O:2][C:3]1[CH:8]=[CH:7][C:6]([NH:9][S:26]([C:23]2[S:22][C:21]3[CH:30]=[CH:31][C:18]([Cl:17])=[CH:19][C:20]=3[C:24]=2[CH3:25])(=[O:28])=[O:27])=[CH:5][C:4]=1[C:10]1[CH2:15][CH2:14][N:13]([CH3:16])[CH2:12][CH:11]=1. (2) Given the reactants [CH2:1]([O:15][CH2:16][C:17]([CH2:22][O:23][CH2:24][CH2:25][CH2:26][CH2:27][CH2:28][CH2:29][CH2:30][CH2:31][CH2:32][CH2:33][CH2:34][CH2:35][CH2:36][CH3:37])([CH2:20][OH:21])[CH2:18][OH:19])[CH2:2][CH2:3][CH2:4][CH2:5][CH2:6][CH2:7][CH2:8][CH2:9][CH2:10][CH2:11][CH2:12][CH2:13][CH3:14].CS(C)=O.C(Cl)(=O)C(Cl)=O, predict the reaction product. The product is: [CH2:24]([O:23][CH2:22][C:17]([CH2:16][O:15][CH2:1][CH2:2][CH2:3][CH2:4][CH2:5][CH2:6][CH2:7][CH2:8][CH2:9][CH2:10][CH2:11][CH2:12][CH2:13][CH3:14])([CH:18]=[O:19])[CH:20]=[O:21])[CH2:25][CH2:26][CH2:27][CH2:28][CH2:29][CH2:30][CH2:31][CH2:32][CH2:33][CH2:34][CH2:35][CH2:36][CH3:37]. (3) The product is: [OH:27][C:24]([CH3:25])([CH3:26])[CH2:23][CH2:22][CH2:21][O:20][C:4]1[CH:3]=[C:2]([C:34]2[CH:33]=[N:32][N:31]([CH2:30][C:29]([OH:46])([CH3:45])[CH3:28])[CH:35]=2)[C:14]2[C:13]3[C:8](=[CH:9][CH:10]=[CH:11][CH:12]=3)[C@@:7]([C:16]([F:18])([F:17])[F:19])([OH:15])[C:6]=2[CH:5]=1. Given the reactants Cl[C:2]1[C:14]2[C:13]3[C:8](=[CH:9][CH:10]=[CH:11][CH:12]=3)[C@@:7]([C:16]([F:19])([F:18])[F:17])([OH:15])[C:6]=2[CH:5]=[C:4]([O:20][CH2:21][CH2:22][CH2:23][C:24]([OH:27])([CH3:26])[CH3:25])[CH:3]=1.[CH3:28][C:29]([OH:46])([CH3:45])[CH2:30][N:31]1[CH:35]=[C:34](B2OC(C)(C)C(C)(C)O2)[CH:33]=[N:32]1.P([O-])([O-])([O-])=O.[K+].[K+].[K+].COC1C=CC=C(OC)C=1C1C=CC=CC=1P(C1CCCCC1)C1CCCCC1, predict the reaction product. (4) Given the reactants [Br:1][C:2]1[CH:3]=[C:4]2[C:8](=[C:9]([C:11]([NH2:13])=[O:12])[CH:10]=1)[NH:7][N:6]=[C:5]2[CH:14]1[CH2:19][CH2:18][N:17]([S:20]([CH2:23][CH2:24][CH2:25]Cl)(=[O:22])=[O:21])[CH2:16][CH2:15]1.[CH3:27][O-:28].[Na+], predict the reaction product. The product is: [Br:1][C:2]1[CH:3]=[C:4]2[C:8](=[C:9]([C:11]([NH2:13])=[O:12])[CH:10]=1)[NH:7][N:6]=[C:5]2[CH:14]1[CH2:19][CH2:18][N:17]([S:20]([CH2:23][CH2:24][CH2:25][O:28][CH3:27])(=[O:22])=[O:21])[CH2:16][CH2:15]1. (5) Given the reactants C(Cl)CCl.C1C=CC2N(O)N=NC=2C=1.[Cl:15][C:16]1[C:17]([CH:22]([NH2:36])[C:23]2[CH:28]=[CH:27][C:26]([O:29][C:30]3[CH:35]=[CH:34][CH:33]=[CH:32][CH:31]=3)=[CH:25][CH:24]=2)=[N:18][CH:19]=[CH:20][N:21]=1.CCN(C(C)C)C(C)C.C[CH2:47][O:48]C(C)=O.C(Cl)Cl, predict the reaction product. The product is: [Cl:15][C:16]1[C:17]([CH:22]([C:23]2[CH:24]=[CH:25][C:26]([O:29][C:30]3[CH:35]=[CH:34][CH:33]=[CH:32][CH:31]=3)=[CH:27][CH:28]=2)[NH:36][CH:47]=[O:48])=[N:18][CH:19]=[CH:20][N:21]=1. (6) Given the reactants Cl[C:2]1[CH:19]=[CH:18][C:5]([C:6]([NH:8][C:9]2[CH:14]=[CH:13][C:12]([O:15][CH3:16])=[CH:11][C:10]=2[OH:17])=[O:7])=[CH:4][N:3]=1.[CH3:20][NH2:21], predict the reaction product. The product is: [OH:17][C:10]1[CH:11]=[C:12]([O:15][CH3:16])[CH:13]=[CH:14][C:9]=1[NH:8][C:6](=[O:7])[C:5]1[CH:18]=[CH:19][C:2]([NH:21][CH3:20])=[N:3][CH:4]=1. (7) Given the reactants OCC(CO)(CO)CO.N1C=CC=CC=1.CN(C=O)C.[CH3:21][CH:22]([CH2:36][CH2:37][CH2:38][CH:39]([CH3:51])[CH2:40][CH2:41][CH2:42][CH:43]([CH3:50])[CH2:44][CH2:45][CH2:46][CH:47]([CH3:49])[CH3:48])[CH2:23][CH2:24][CH2:25][C:26](OC[C@@H]([C@@H](CO)O)O)=[O:27].C(Cl)[Cl:53], predict the reaction product. The product is: [CH3:21][CH:22]([CH2:36][CH2:37][CH2:38][CH:39]([CH3:51])[CH2:40][CH2:41][CH2:42][CH:43]([CH3:50])[CH2:44][CH2:45][CH2:46][CH:47]([CH3:49])[CH3:48])[CH2:23][CH2:24][CH2:25][C:26]([Cl:53])=[O:27]. (8) Given the reactants C(OC([N:8]1[CH2:13][CH2:12][CH:11]([O:14][C:15]([NH:17][C:18]2[CH:23]=[CH:22][C:21]([F:24])=[CH:20][C:19]=2[C:25]2[CH:30]=[CH:29][C:28]([O:31][CH2:32][C:33]3[CH:38]=[CH:37][CH:36]=[CH:35][CH:34]=3)=[C:27]([Cl:39])[CH:26]=2)=[O:16])[CH2:10][CH2:9]1)=O)(C)(C)C.Cl, predict the reaction product. The product is: [NH:8]1[CH2:13][CH2:12][CH:11]([O:14][C:15](=[O:16])[NH:17][C:18]2[CH:23]=[CH:22][C:21]([F:24])=[CH:20][C:19]=2[C:25]2[CH:30]=[CH:29][C:28]([O:31][CH2:32][C:33]3[CH:34]=[CH:35][CH:36]=[CH:37][CH:38]=3)=[C:27]([Cl:39])[CH:26]=2)[CH2:10][CH2:9]1.